Dataset: Reaction yield outcomes from USPTO patents with 853,638 reactions. Task: Predict the reaction yield, written as a fraction of the theoretical maximum amount of product (1.0 means a 100% yield; for example, 0.34 means a 34% yield). The reactants are C([O:3][C:4]([C:6]1[CH:7]=[N:8][C:9]([NH:12][C:13]2[CH:14]=[N:15][C:16]([CH3:19])=[CH:17][CH:18]=2)=[N:10][CH:11]=1)=[O:5])C.[OH-].[K+]. The catalyst is CCO.O. The product is [CH3:19][C:16]1[N:15]=[CH:14][C:13]([NH:12][C:9]2[N:8]=[CH:7][C:6]([C:4]([OH:5])=[O:3])=[CH:11][N:10]=2)=[CH:18][CH:17]=1. The yield is 0.910.